This data is from Full USPTO retrosynthesis dataset with 1.9M reactions from patents (1976-2016). The task is: Predict the reactants needed to synthesize the given product. (1) Given the product [C:21]([O:20][C:11]1[CH:12]=[C:13]([C:14]([O:16][CH2:17][CH3:18])=[O:15])[CH:9]=[C:5]2[C:6]=1[CH:7]=[CH:8][N:4]2[CH:1]1[CH2:2][CH2:3]1)(=[O:25])[CH3:22], predict the reactants needed to synthesize it. The reactants are: [CH:1]1([N:4]2[CH:8]=[CH:7][CH:6]=[C:5]2[CH:9]=O)[CH2:3][CH2:2]1.[C:11]([O:20][CH2:21][CH3:22])(=O)[CH2:12][CH2:13][C:14]([O:16][CH2:17][CH3:18])=[O:15].Cl.C(O[K])(C)=[O:25]. (2) Given the product [O:7]1[CH2:8][CH2:9][CH2:10][O:11][CH:6]1[C:2]1[S:1][CH:5]=[CH:4][N:3]=1, predict the reactants needed to synthesize it. The reactants are: [S:1]1[CH:5]=[CH:4][N:3]=[C:2]1[CH:6]=[O:7].[CH2:8](O)[CH2:9][CH2:10][OH:11]. (3) Given the product [Cl:1][C:2]1[C:7]([C:12]#[C:11][C:13]2[CH:14]=[N:15][CH:16]=[CH:17][CH:18]=2)=[C:6]([CH3:9])[N:5]=[C:4]([NH2:10])[N:3]=1, predict the reactants needed to synthesize it. The reactants are: [Cl:1][C:2]1[C:7](I)=[C:6]([CH3:9])[N:5]=[C:4]([NH2:10])[N:3]=1.[C:11]([C:13]1[CH:14]=[N:15][CH:16]=[CH:17][CH:18]=1)#[CH:12].C(N(CC)CC)C. (4) Given the product [C:1]1([C:7]2[N:8]=[C:9]([C@H:12]3[CH2:16][CH2:15][C@H:14]([NH:17][C:28]4[N:33]=[CH:32][N:31]=[C:30]5[NH:34][N:35]=[CH:36][C:29]=45)[CH2:13]3)[S:10][CH:11]=2)[CH:2]=[CH:3][CH:4]=[CH:5][CH:6]=1, predict the reactants needed to synthesize it. The reactants are: [C:1]1([C:7]2[N:8]=[C:9]([C@H:12]3[CH2:16][CH2:15][C@H:14]([NH2:17])[CH2:13]3)[S:10][CH:11]=2)[CH:6]=[CH:5][CH:4]=[CH:3][CH:2]=1.CCN(C(C)C)C(C)C.Cl[C:28]1[N:33]=[CH:32][N:31]=[C:30]2[N:34](C3CCCCO3)[N:35]=[CH:36][C:29]=12. (5) Given the product [ClH:1].[ClH:1].[CH:21]1([CH2:25][NH:3][C@@H:4]2[CH2:6][C@H:5]2[C:7]2[CH:8]=[C:9]([C:12]([NH:14][C:15]3[S:16][C:17]([CH3:20])=[N:18][N:19]=3)=[O:13])[S:10][CH:11]=2)[CH2:23][CH2:22]1, predict the reactants needed to synthesize it. The reactants are: [ClH:1].Cl.[NH2:3][C@@H:4]1[CH2:6][C@H:5]1[C:7]1[CH:8]=[C:9]([C:12]([NH:14][C:15]2[S:16][C:17]([CH3:20])=[N:18][N:19]=2)=[O:13])[S:10][CH:11]=1.[CH2:21]1[CH2:25]O[CH2:23][CH2:22]1.C1(C=O)CC1.[BH4-].[Na+]. (6) Given the product [Cl:1][C:2]1[CH:3]=[C:4]2[C:9](=[CH:10][CH:11]=1)[N:8]([C:12]([CH:13]([NH:25][C:49]([CH:46]1[CH2:45][CH2:44][N:43]([C:41]([C:33]3[N:32]([CH3:31])[C:40]4[C:35]([CH:34]=3)=[CH:36][CH:37]=[CH:38][CH:39]=4)=[O:42])[CH2:48][CH2:47]1)=[O:50])[CH:14]([C:16]1[C:24]3[C:19](=[CH:20][CH:21]=[CH:22][CH:23]=3)[NH:18][CH:17]=1)[CH3:15])=[O:26])[CH2:7][C@@H:6]([CH2:27][N:28]([CH3:30])[CH3:29])[CH2:5]2, predict the reactants needed to synthesize it. The reactants are: [Cl:1][C:2]1[CH:3]=[C:4]2[C:9](=[CH:10][CH:11]=1)[N:8]([C:12](=[O:26])[CH:13]([NH2:25])[CH:14]([C:16]1[C:24]3[C:19](=[CH:20][CH:21]=[CH:22][CH:23]=3)[NH:18][CH:17]=1)[CH3:15])[CH2:7][C@@H:6]([CH2:27][N:28]([CH3:30])[CH3:29])[CH2:5]2.[CH3:31][N:32]1[C:40]2[C:35](=[CH:36][CH:37]=[CH:38][CH:39]=2)[CH:34]=[C:33]1[C:41]([N:43]1[CH2:48][CH2:47][CH:46]([C:49](O)=[O:50])[CH2:45][CH2:44]1)=[O:42].C1C=CC2N(O)N=NC=2C=1.CCN=C=NCCCN(C)C.C(=O)([O-])[O-].[Na+].[Na+]. (7) Given the product [OH:15][CH2:14][CH2:13][N:9]1[C:10]2[C:6](=[CH:5][C:4]([NH:1][C:34]([C:32]3[N:33]=[C:29]([C:23]4[CH:28]=[CH:27][CH:26]=[CH:25][CH:24]=4)[O:30][C:31]=3[C:37]([F:39])([F:40])[F:38])=[O:35])=[CH:12][CH:11]=2)[C:7](=[O:22])[NH:8]1, predict the reactants needed to synthesize it. The reactants are: [N+:1]([C:4]1[CH:5]=[C:6]2[C:10](=[CH:11][CH:12]=1)[N:9]([CH2:13][CH2:14][O:15]C1CCCCO1)[NH:8][C:7]2=[O:22])([O-])=O.[C:23]1([C:29]2[O:30][C:31]([C:37]([F:40])([F:39])[F:38])=[C:32]([C:34](O)=[O:35])[N:33]=2)[CH:28]=[CH:27][CH:26]=[CH:25][CH:24]=1.CCN=C=NCCCN(C)C. (8) The reactants are: OC(C(F)(F)F)=O.[NH:8]1[CH2:11][CH:10]([NH:12][C:13](=[O:29])[CH2:14][NH:15][C:16]2[C:20]3[CH:21]=[C:22]([C:25]([F:28])([F:27])[F:26])[CH:23]=[CH:24][C:19]=3[O:18][N:17]=2)[CH2:9]1.[C:30]([CH:32]1[CH2:37][CH2:36][C:35](=O)[CH2:34][CH2:33]1)#[N:31]. Given the product [C:30]([CH:32]1[CH2:37][CH2:36][CH:35]([N:8]2[CH2:11][CH:10]([NH:12][C:13](=[O:29])[CH2:14][NH:15][C:16]3[C:20]4[CH:21]=[C:22]([C:25]([F:27])([F:26])[F:28])[CH:23]=[CH:24][C:19]=4[O:18][N:17]=3)[CH2:9]2)[CH2:34][CH2:33]1)#[N:31], predict the reactants needed to synthesize it.